This data is from Forward reaction prediction with 1.9M reactions from USPTO patents (1976-2016). The task is: Predict the product of the given reaction. (1) Given the reactants Br[C:2]1[CH:7]=[CH:6][C:5]([N:8]2[CH:12]([C:13]3[CH:18]=[CH:17][C:16]([N+:19]([O-:21])=[O:20])=[CH:15][CH:14]=3)[CH2:11][CH2:10][CH:9]2[C:22]2[CH:27]=[CH:26][C:25]([N+:28]([O-:30])=[O:29])=[CH:24][CH:23]=2)=[CH:4][CH:3]=1.CC1(C)C(C)(C)OB([C:39]2[CH:40]=[CH:41][C:42]([N:45]3[CH2:50][CH2:49][O:48][CH2:47][CH2:46]3)=[N:43][CH:44]=2)O1.P([O-])([O-])([O-])=O.[K+].[K+].[K+].CCOC(C)=O, predict the reaction product. The product is: [N+:19]([C:16]1[CH:15]=[CH:14][C:13]([CH:12]2[CH2:11][CH2:10][CH:9]([C:22]3[CH:27]=[CH:26][C:25]([N+:28]([O-:30])=[O:29])=[CH:24][CH:23]=3)[N:8]2[C:5]2[CH:4]=[CH:3][C:2]([C:39]3[CH:40]=[CH:41][C:42]([N:45]4[CH2:46][CH2:47][O:48][CH2:49][CH2:50]4)=[N:43][CH:44]=3)=[CH:7][CH:6]=2)=[CH:18][CH:17]=1)([O-:21])=[O:20]. (2) The product is: [OH:8][N:9]1[C:15](=[O:16])[N:14]2[CH2:17][C@H:10]1[CH2:11][CH2:12][C@H:13]2[C:18]([NH:20][O:21][CH2:22][CH:23]1[CH2:28][CH2:27][CH2:26][CH2:25][N:24]1[C:29]([O:31][C:32]([CH3:35])([CH3:34])[CH3:33])=[O:30])=[O:19]. Given the reactants C([O:8][N:9]1[C:15](=[O:16])[N:14]2[CH2:17][C@H:10]1[CH2:11][CH2:12][C@H:13]2[C:18]([NH:20][O:21][CH2:22][CH:23]1[CH2:28][CH2:27][CH2:26][CH2:25][N:24]1[C:29]([O:31][C:32]([CH3:35])([CH3:34])[CH3:33])=[O:30])=[O:19])C1C=CC=CC=1, predict the reaction product. (3) Given the reactants [C:1]1([C:7]2[N:12]=[C:11]([O:13][C:14]3[C:19]([CH3:20])=[CH:18][C:17]([CH3:21])=[CH:16][C:15]=3[CH3:22])[C:10]([C:23]([O:25]C)=[O:24])=[CH:9][CH:8]=2)[CH:6]=[CH:5][CH:4]=[CH:3][CH:2]=1.C1COCC1.[OH-].[Na+].Cl, predict the reaction product. The product is: [C:1]1([C:7]2[N:12]=[C:11]([O:13][C:14]3[C:15]([CH3:22])=[CH:16][C:17]([CH3:21])=[CH:18][C:19]=3[CH3:20])[C:10]([C:23]([OH:25])=[O:24])=[CH:9][CH:8]=2)[CH:6]=[CH:5][CH:4]=[CH:3][CH:2]=1. (4) The product is: [Br:1][C:2]1[CH:11]=[CH:10][C:5]2[N:6]([C:18]3[CH:17]=[CH:16][CH:15]=[C:14]([C:13]([F:24])([F:23])[F:12])[CH:19]=3)[C:7](=[O:9])[S:8][C:4]=2[CH:3]=1. Given the reactants [Br:1][C:2]1[CH:11]=[CH:10][C:5]2[NH:6][C:7](=[O:9])[S:8][C:4]=2[CH:3]=1.[F:12][C:13]([F:24])([F:23])[C:14]1[CH:15]=[C:16](B(O)O)[CH:17]=[CH:18][CH:19]=1.O1CCOCC1.CCN(C(C)C)C(C)C, predict the reaction product. (5) Given the reactants CC1[O:11][C:10]2[C:9]3[CH:12]=[CH:13][CH:14]=[CH:15][C:8]=3NCCC=2N=1.S(Cl)(Cl)=O.Cl.[F:21][C:22]([F:31])([F:30])[C:23]1[CH:29]=[CH:28][C:26]([NH2:27])=[CH:25][CH:24]=1.C([N:34]([CH2:37][CH3:38])CC)C, predict the reaction product. The product is: [C:37]([C:38]1[CH:13]=[CH:12][C:9]([C:10]([NH:27][C:26]2[CH:28]=[CH:29][C:23]([C:22]([F:30])([F:31])[F:21])=[CH:24][CH:25]=2)=[O:11])=[CH:8][C:15]=1[CH3:14])#[N:34]. (6) Given the reactants [C:1]1([N:7]2[CH2:11][CH2:10][CH2:9][C:8]2=[O:12])[CH:6]=[CH:5][CH:4]=[CH:3][CH:2]=1.[Li+].C[Si]([N-][Si](C)(C)C)(C)C.[CH:23](=[O:27])/[CH:24]=[CH:25]/[CH3:26], predict the reaction product. The product is: [OH:27][CH:23]([CH:9]1[CH2:10][CH2:11][N:7]([C:1]2[CH:2]=[CH:3][CH:4]=[CH:5][CH:6]=2)[C:8]1=[O:12])/[CH:24]=[CH:25]/[CH3:26].